Dataset: Reaction yield outcomes from USPTO patents with 853,638 reactions. Task: Predict the reaction yield, written as a fraction of the theoretical maximum amount of product (1.0 means a 100% yield; for example, 0.34 means a 34% yield). The reactants are [Br:1][C:2]1[S:6][C:5]([NH:7][C:8](=[O:26])[C:9]2[CH:14]=[CH:13][C:12]([S:15][C:16]3[CH:21]=[CH:20][C:19]([OH:22])=[CH:18][CH:17]=3)=[C:11]([N+:23]([O-])=O)[CH:10]=2)=[N:4][CH:3]=1.C(=O)([O-])[O-].[Na+].[Na+]. The catalyst is C(O)(=O)C.C(O)C.O.C(OCC)(=O)C.[Fe]. The product is [NH2:23][C:11]1[CH:10]=[C:9]([CH:14]=[CH:13][C:12]=1[S:15][C:16]1[CH:21]=[CH:20][C:19]([OH:22])=[CH:18][CH:17]=1)[C:8]([NH:7][C:5]1[S:6][C:2]([Br:1])=[CH:3][N:4]=1)=[O:26]. The yield is 0.900.